Predict the reactants needed to synthesize the given product. From a dataset of Full USPTO retrosynthesis dataset with 1.9M reactions from patents (1976-2016). (1) Given the product [N:34]([CH2:37][C@@H:38]([NH:45][C:28]([C:23]1[CH:24]=[C:25]2[C:20](=[CH:21][CH:22]=1)[N:19]=[C:18]([NH:17][C:15]([C:10]1[C:9]([C:6]3[CH:7]=[CH:8][C:3]([C:2]([F:31])([F:1])[F:32])=[CH:4][CH:5]=3)=[CH:14][CH:13]=[CH:12][CH:11]=1)=[O:16])[CH:27]=[CH:26]2)=[O:29])[C:39]1[CH:40]=[CH:41][CH:42]=[CH:43][CH:44]=1)=[N+:35]=[N-:36], predict the reactants needed to synthesize it. The reactants are: [F:1][C:2]([F:32])([F:31])[C:3]1[CH:8]=[CH:7][C:6]([C:9]2[C:10]([C:15]([NH:17][C:18]3[CH:27]=[CH:26][C:25]4[C:20](=[CH:21][CH:22]=[C:23]([C:28](O)=[O:29])[CH:24]=4)[N:19]=3)=[O:16])=[CH:11][CH:12]=[CH:13][CH:14]=2)=[CH:5][CH:4]=1.Cl.[N:34]([CH2:37][C@@H:38]([NH2:45])[C:39]1[CH:44]=[CH:43][CH:42]=[CH:41][CH:40]=1)=[N+:35]=[N-:36].C(Cl)CCl.C1C=CC2N(O)N=NC=2C=1. (2) Given the product [F:26][C:20]1[CH:21]=[C:22]([F:25])[CH:23]=[CH:24][C:19]=1[C:16]1[CH:17]=[CH:18][C:13]([C@@H:11]([N:7]2[CH2:6][CH2:5][C@@:4]([C:27]3[CH:32]=[CH:31][CH:30]=[CH:29][CH:28]=3)([CH2:1][CH2:2][CH3:3])[O:9][C:8]2=[O:10])[CH3:12])=[CH:14][CH:15]=1, predict the reactants needed to synthesize it. The reactants are: [CH2:1]([C@@:4]1([C:27]2[CH:32]=[CH:31][CH:30]=[CH:29][CH:28]=2)[O:9][C:8](=[O:10])[N:7]([C@H:11]([C:13]2[CH:18]=[CH:17][C:16]([C:19]3[CH:24]=[CH:23][C:22]([F:25])=[CH:21][C:20]=3[F:26])=[CH:15][CH:14]=2)[CH3:12])[CH2:6][CH2:5]1)[CH:2]=[CH2:3].B1C2CCCC1CCC2.[OH-].[Na+].OO. (3) Given the product [CH3:6][C:2]([CH:7]1[CH2:8][CH2:9][C:10](=[O:13])[CH2:11][CH2:12]1)([CH3:1])[C:3]([O:5][CH2:23][C:24]1[CH:29]=[CH:28][CH:27]=[CH:26][CH:25]=1)=[O:4], predict the reactants needed to synthesize it. The reactants are: [CH3:1][C:2]([CH:7]1[CH2:12][CH2:11][C:10](=[O:13])[CH2:9][CH2:8]1)([CH3:6])[C:3]([OH:5])=[O:4].CCN(C(C)C)C(C)C.[CH2:23](Br)[C:24]1[CH:29]=[CH:28][CH:27]=[CH:26][CH:25]=1. (4) Given the product [C:33]([NH:34][C@H:35]1[CH2:39][CH2:38][N:37]([C:9]2[CH:8]=[CH:7][C:3]([C:4]([NH2:6])=[O:5])=[C:2]([O:13][C:14]3[CH:15]=[CH:16][C:17]([C:20]([N:22]4[CH2:23][CH2:24][O:25][CH2:26][CH2:27]4)=[O:21])=[CH:18][CH:19]=3)[N:10]=2)[CH2:36]1)(=[O:40])[CH:41]=[CH2:42], predict the reactants needed to synthesize it. The reactants are: Cl[C:2]1[N:10]=[C:9](Cl)[C:8](F)=[CH:7][C:3]=1[C:4]([NH2:6])=[O:5].[OH:13][C:14]1[CH:19]=[CH:18][C:17]([C:20]([N:22]2[CH2:27][CH2:26][O:25][CH2:24][CH2:23]2)=[O:21])=[CH:16][CH:15]=1.C(O[C:33](=[O:40])[NH:34][C@H:35]1[CH2:39][CH2:38][NH:37][CH2:36]1)(C)(C)C.[C:41](O)(=O)[CH:42]=C. (5) Given the product [CH3:13][N:12]([CH2:14][C:15]1[CH:16]=[C:17]([C:21]2[CH:22]=[CH:23][C:24]([N:27]3[CH2:32][CH2:31][NH:30][CH2:29][CH2:28]3)=[CH:25][CH:26]=2)[CH:18]=[CH:19][CH:20]=1)[C:10](=[O:11])[CH2:9][NH:8][C:6](=[O:7])[O:5][C:1]([CH3:4])([CH3:2])[CH3:3], predict the reactants needed to synthesize it. The reactants are: [C:1]([O:5][C:6]([NH:8][CH2:9][C:10]([N:12]([CH2:14][C:15]1[CH:16]=[C:17]([C:21]2[CH:26]=[CH:25][C:24]([N:27]3[CH2:32][CH2:31][N:30](C(OCC4C=CC=CC=4)=O)[CH2:29][CH2:28]3)=[CH:23][CH:22]=2)[CH:18]=[CH:19][CH:20]=1)[CH3:13])=[O:11])=[O:7])([CH3:4])([CH3:3])[CH3:2].